The task is: Regression. Given two drug SMILES strings and cell line genomic features, predict the synergy score measuring deviation from expected non-interaction effect.. This data is from NCI-60 drug combinations with 297,098 pairs across 59 cell lines. Drug 1: CC=C1C(=O)NC(C(=O)OC2CC(=O)NC(C(=O)NC(CSSCCC=C2)C(=O)N1)C(C)C)C(C)C. Drug 2: CC12CCC3C(C1CCC2OP(=O)(O)O)CCC4=C3C=CC(=C4)OC(=O)N(CCCl)CCCl.[Na+]. Cell line: HS 578T. Synergy scores: CSS=43.7, Synergy_ZIP=1.62, Synergy_Bliss=1.12, Synergy_Loewe=-21.7, Synergy_HSA=-0.559.